This data is from Catalyst prediction with 721,799 reactions and 888 catalyst types from USPTO. The task is: Predict which catalyst facilitates the given reaction. (1) Reactant: [F:1][C:2]([F:22])([F:21])[C:3]([C:9]1[CH:14]=[CH:13][C:12]([NH:15][CH2:16][C:17]([F:20])([F:19])[F:18])=[CH:11][CH:10]=1)([OH:8])[C:4]([F:7])([F:6])[F:5].Cl[CH2:24][C:25]1[N:26]=[C:27]([C:31]2[CH:36]=[CH:35][CH:34]=[C:33]([C:37]([F:40])([F:39])[F:38])[CH:32]=2)[O:28][C:29]=1[CH3:30].[Na+].[I-].[NH4+].[Cl-]. Product: [F:1][C:2]([F:21])([F:22])[C:3]([C:9]1[CH:10]=[CH:11][C:12]([N:15]([CH2:24][C:25]2[N:26]=[C:27]([C:31]3[CH:36]=[CH:35][CH:34]=[C:33]([C:37]([F:40])([F:39])[F:38])[CH:32]=3)[O:28][C:29]=2[CH3:30])[CH2:16][C:17]([F:19])([F:18])[F:20])=[CH:13][CH:14]=1)([OH:8])[C:4]([F:7])([F:6])[F:5]. The catalyst class is: 215. (2) Reactant: [CH2:1]([O:8][C:9]1[CH:14]=[CH:13][N:12]([C:15]2[NH:16][C:17]([C:21]([O:23]CC)=[O:22])=[C:18]([CH3:20])[N:19]=2)[C:11](=[O:26])[CH:10]=1)[C:2]1[CH:7]=[CH:6][CH:5]=[CH:4][CH:3]=1.Cl. Product: [CH2:1]([O:8][C:9]1[CH:14]=[CH:13][N:12]([C:15]2[NH:16][C:17]([C:21]([OH:23])=[O:22])=[C:18]([CH3:20])[N:19]=2)[C:11](=[O:26])[CH:10]=1)[C:2]1[CH:7]=[CH:6][CH:5]=[CH:4][CH:3]=1. The catalyst class is: 74. (3) Product: [CH3:1][O:2][C:3](=[O:4])[C:5]1[CH:10]=[CH:9][C:8]([O:43][C:24]2[CH:25]=[CH:26][C:27]([CH:28]([CH3:42])[C:29]([C:35]3[CH:40]=[CH:39][N:38]=[C:37]([Cl:41])[CH:36]=3)([OH:34])[C:30]([F:31])([F:32])[F:33])=[C:22]([Cl:21])[CH:23]=2)=[CH:7][CH:6]=1. The catalyst class is: 302. Reactant: [CH3:1][O:2][C:3]([C:5]1[CH:10]=[CH:9][C:8](B(O)O)=[CH:7][CH:6]=1)=[O:4].C(N(CC)CC)C.[Cl:21][C:22]1[CH:23]=[C:24]([OH:43])[CH:25]=[CH:26][C:27]=1[CH:28]([CH3:42])[C:29]([C:35]1[CH:40]=[CH:39][N:38]=[C:37]([Cl:41])[CH:36]=1)([OH:34])[C:30]([F:33])([F:32])[F:31]. (4) Reactant: [NH2:1][C:2]1[C:3]([CH3:28])=[N:4][C:5]([O:9][CH2:10][C:11]([N:13]([CH:15]2[CH2:20][CH2:19][N:18]([CH2:21][C:22]3[CH:27]=[CH:26][CH:25]=[CH:24][CH:23]=3)[CH2:17][CH2:16]2)[CH3:14])=[O:12])=[N:6][C:7]=1[CH3:8].[ClH:29].O1CCOCC1. Product: [ClH:29].[NH2:1][C:2]1[C:7]([CH3:8])=[N:6][C:5]([O:9][CH2:10][C:11]([N:13]([CH:15]2[CH2:20][CH2:19][N:18]([CH2:21][C:22]3[CH:23]=[CH:24][CH:25]=[CH:26][CH:27]=3)[CH2:17][CH2:16]2)[CH3:14])=[O:12])=[N:4][C:3]=1[CH3:28]. The catalyst class is: 5. (5) Reactant: [F:1][C:2]1[N:7]=[C:6]([S:8](Cl)(=[O:10])=[O:9])[CH:5]=[CH:4][CH:3]=1.Cl.[C:13]1([CH3:25])[CH:18]=[CH:17][CH:16]=[CH:15][C:14]=1[CH:19]1[CH2:24][CH2:23][NH:22][CH2:21][CH2:20]1. Product: [F:1][C:2]1[CH:3]=[CH:4][CH:5]=[C:6]([S:8]([N:22]2[CH2:23][CH2:24][CH:19]([C:14]3[CH:15]=[CH:16][CH:17]=[CH:18][C:13]=3[CH3:25])[CH2:20][CH2:21]2)(=[O:10])=[O:9])[N:7]=1. The catalyst class is: 22. (6) Product: [Br:17][C:18]1[CH:19]=[CH:20][C:21]([N:26]([CH2:28][CH2:29][O:30][CH3:31])[CH3:27])=[C:22](/[CH:23]=[CH:11]/[C:12]([O:14][CH2:15][CH3:16])=[O:13])[CH:25]=1. The catalyst class is: 11. Reactant: [H-].[Na+].C(OP([CH2:11][C:12]([O:14][CH2:15][CH3:16])=[O:13])(OCC)=O)C.[Br:17][C:18]1[CH:19]=[CH:20][C:21]([N:26]([CH2:28][CH2:29][O:30][CH3:31])[CH3:27])=[C:22]([CH:25]=1)[CH:23]=O. (7) Reactant: [C@H:1]12[CH2:31][C@H:4]([N:5]([C:7]([C:9]3[CH:14]=[CH:13][C:12]([NH:15][C:16]4[N:21]=[C:20]([C:22]5[N:23]([CH:28]([CH3:30])[CH3:29])[C:24]([CH3:27])=[N:25][CH:26]=5)[CH:19]=[CH:18][N:17]=4)=[CH:11][CH:10]=3)=[O:8])[CH2:6]1)[CH2:3][NH:2]2.[CH3:32]O.C(O[BH-](O[C:44](=O)[CH3:45])OC(=O)C)(=O)C.[Na+]. Product: [CH3:27][C:24]1[N:23]([CH:28]([CH3:29])[CH3:30])[C:22]([C:20]2[CH:19]=[CH:18][N:17]=[C:16]([NH:15][C:12]3[CH:11]=[CH:10][C:9]([C:7]([N:5]4[C@H:4]5[CH2:31][C@H:1]([N:2]([CH:44]([CH3:45])[CH3:32])[CH2:3]5)[CH2:6]4)=[O:8])=[CH:14][CH:13]=3)[N:21]=2)=[CH:26][N:25]=1. The catalyst class is: 21. (8) Product: [CH3:32][O:31][C:27](=[O:30])[CH2:28][CH2:29][N:12]1[C:11]2[CH:10]=[CH:9][CH:8]=[C:7]([CH:1]3[CH2:2][CH2:3][CH2:4][CH2:5][CH2:6]3)[C:16]=2[O:15][CH:14]([CH:17]([CH3:18])[CH3:19])[C:13]1=[O:20]. The catalyst class is: 35. Reactant: [CH:1]1([C:7]2[C:16]3[O:15][CH:14]([CH:17]([CH3:19])[CH3:18])[C:13](=[O:20])[NH:12][C:11]=3[CH:10]=[CH:9][CH:8]=2)[CH2:6][CH2:5][CH2:4][CH2:3][CH2:2]1.C(=O)([O-])[O-].[K+].[K+].[C:27]([O:31][CH3:32])(=[O:30])[CH:28]=[CH2:29].C(O)(=O)CC(CC(O)=O)(C(O)=O)O. (9) Reactant: [CH2:1]([N:3]1[C:8]2=[CH:9][C:10]3[CH2:16][CH2:15][N:14]([C:17]([O:19][C:20]([CH3:23])([CH3:22])[CH3:21])=[O:18])[CH2:13][CH2:12][C:11]=3[CH:24]=[C:7]2[O:6][CH2:5][CH2:4]1)[CH3:2].C(=O)([O-])O.[Na+].[Br:30]Br.S([O-])([O-])(=O)=S.[Na+].[Na+]. Product: [Br:30][C:9]1[C:10]2[CH2:16][CH2:15][N:14]([C:17]([O:19][C:20]([CH3:23])([CH3:22])[CH3:21])=[O:18])[CH2:13][CH2:12][C:11]=2[CH:24]=[C:7]2[O:6][CH2:5][CH2:4][N:3]([CH2:1][CH3:2])[C:8]=12. The catalyst class is: 4. (10) Reactant: CCOC(/N=N/C(OCC)=O)=O.[CH:13]([C:16]1[CH:20]=[C:19]([C:21]2[CH:26]=[CH:25][C:24]([OH:27])=[CH:23][CH:22]=2)[N:18]([C:28]2[CH:33]=[CH:32][C:31]([O:34][CH3:35])=[CH:30][CH:29]=2)[N:17]=1)([CH3:15])[CH3:14].[C:36]([O:40][C:41]([NH:43][CH2:44][CH2:45]O)=[O:42])([CH3:39])([CH3:38])[CH3:37].C1(P(C2C=CC=CC=2)C2C=CC=CC=2)C=CC=CC=1. Product: [CH:13]([C:16]1[CH:20]=[C:19]([C:21]2[CH:22]=[CH:23][C:24]([O:27][CH2:45][CH2:44][NH:43][C:41](=[O:42])[O:40][C:36]([CH3:39])([CH3:38])[CH3:37])=[CH:25][CH:26]=2)[N:18]([C:28]2[CH:29]=[CH:30][C:31]([O:34][CH3:35])=[CH:32][CH:33]=2)[N:17]=1)([CH3:15])[CH3:14]. The catalyst class is: 7.